The task is: Predict the reactants needed to synthesize the given product.. This data is from Full USPTO retrosynthesis dataset with 1.9M reactions from patents (1976-2016). (1) Given the product [CH2:23]([O:30][C:31]([N:13]1[CH2:14][C:11]([NH2:15])([C:7]2[CH:8]=[CH:9][CH:10]=[C:5]([CH:2]([CH3:4])[CH3:3])[CH:6]=2)[CH2:12]1)=[O:32])[C:24]1[CH:29]=[CH:28][CH:27]=[CH:26][CH:25]=1, predict the reactants needed to synthesize it. The reactants are: Cl.[CH:2]([C:5]1[CH:6]=[C:7]([C:11]2([NH2:15])[CH2:14][NH:13][CH2:12]2)[CH:8]=[CH:9][CH:10]=1)([CH3:4])[CH3:3].C(N(CC)CC)C.[CH2:23]([O:30][C:31](Cl)=[O:32])[C:24]1[CH:29]=[CH:28][CH:27]=[CH:26][CH:25]=1. (2) Given the product [CH:1]1([C:4]([C:6]2[CH:7]=[CH:8][C:9]([C:12]([CH3:16])([CH3:15])[C:13]([NH2:14])=[O:19])=[CH:10][CH:11]=2)=[O:5])[CH2:2][CH2:3]1, predict the reactants needed to synthesize it. The reactants are: [CH:1]1([C:4]([C:6]2[CH:11]=[CH:10][C:9]([C:12]([CH3:16])([CH3:15])[C:13]#[N:14])=[CH:8][CH:7]=2)=[O:5])[CH2:3][CH2:2]1.C([OH:19])C.O. (3) Given the product [CH:23]1([N:22]2[C:21]3[CH:29]=[CH:30][C:31]([C:33]([OH:35])=[O:34])=[CH:32][C:20]=3[N:19]=[C:18]2[C:13]2[CH:14]=[C:15]3[C:10](=[CH:11][CH:12]=2)[N:9]=[C:8]([C:6]2[C:5]4[C:4](=[CH:40][CH:42]=[CH:43][CH:44]=4)[CH:3]=[CH:2][CH:7]=2)[CH:17]=[CH:16]3)[CH2:24][CH2:25][CH2:26][CH2:27][CH2:28]1, predict the reactants needed to synthesize it. The reactants are: Br[C:2]1[CH:3]=[CH:4][C:5](O)=[C:6]([C:8]2[CH:17]=[CH:16][C:15]3[C:10](=[CH:11][CH:12]=[C:13]([C:18]4[N:22]([CH:23]5[CH2:28][CH2:27][CH2:26][CH2:25][CH2:24]5)[C:21]5[CH:29]=[CH:30][C:31]([C:33]([OH:35])=[O:34])=[CH:32][C:20]=5[N:19]=4)[CH:14]=3)[N:9]=2)[CH:7]=1.C(O[C:40]([C:42]1C=CC2N(C3CCCCC3)[C:40]([C:42]3C=CC(N)=[C:44](C=O)[CH:43]=3)=N[C:44]=2[CH:43]=1)=O)C.[OH-].[K+]. (4) Given the product [S:3]=[C:2]1[NH:1][C:4]2=[CH:8][S:7][CH:6]=[C:5]2[C:9](=[O:11])[N:22]1[C:21]1[CH:23]=[CH:24][C:18]([O:17][CH2:16][C:15]([F:14])([F:25])[F:26])=[CH:19][CH:20]=1, predict the reactants needed to synthesize it. The reactants are: [N:1]([C:4]1[C:5]([C:9]([O:11]CC)=O)=[CH:6][S:7][CH:8]=1)=[C:2]=[S:3].[F:14][C:15]([F:26])([F:25])[CH2:16][O:17][C:18]1[CH:24]=[CH:23][C:21]([NH2:22])=[CH:20][CH:19]=1.CC(C)([O-])C.[K+]. (5) The reactants are: [CH3:1][CH2:2][CH2:3][CH2:4][CH:5]([OH:10])[CH2:6][CH2:7][CH2:8][CH3:9].ClCCl.[Cl:14][C:15](Cl)([O:17]C(=O)OC(Cl)(Cl)Cl)Cl. Given the product [Cl:14][C:15]([O:10][CH:5]([CH2:6][CH2:7][CH2:8][CH3:9])[CH2:4][CH2:3][CH2:2][CH3:1])=[O:17], predict the reactants needed to synthesize it. (6) Given the product [C:11]1([C:10]2[CH:6]=[C:7]([NH2:17])[S:8][CH:9]=2)[CH:12]=[CH:13][CH:14]=[CH:15][CH:16]=1, predict the reactants needed to synthesize it. The reactants are: C(OC([C:6]1[C:10]([C:11]2[CH:16]=[CH:15][CH:14]=[CH:13][CH:12]=2)=[CH:9][S:8][C:7]=1[NH2:17])=O)C.C(O)C.